Dataset: hERG potassium channel inhibition data for cardiac toxicity prediction from Karim et al.. Task: Regression/Classification. Given a drug SMILES string, predict its toxicity properties. Task type varies by dataset: regression for continuous values (e.g., LD50, hERG inhibition percentage) or binary classification for toxic/non-toxic outcomes (e.g., AMES mutagenicity, cardiotoxicity, hepatotoxicity). Dataset: herg_karim. The compound is Fc1cccc(Cn2ccc3c(OC4CCN(Cc5cscn5)CC4)ncnc32)c1F. The result is 1 (blocker).